Dataset: NCI-60 drug combinations with 297,098 pairs across 59 cell lines. Task: Regression. Given two drug SMILES strings and cell line genomic features, predict the synergy score measuring deviation from expected non-interaction effect. (1) Drug 1: CC(C)(C#N)C1=CC(=CC(=C1)CN2C=NC=N2)C(C)(C)C#N. Drug 2: C1=CC=C(C=C1)NC(=O)CCCCCCC(=O)NO. Cell line: OVCAR-8. Synergy scores: CSS=31.7, Synergy_ZIP=-1.23, Synergy_Bliss=3.71, Synergy_Loewe=-3.23, Synergy_HSA=-0.883. (2) Drug 1: CC1=CC2C(CCC3(C2CCC3(C(=O)C)OC(=O)C)C)C4(C1=CC(=O)CC4)C. Drug 2: C1C(C(OC1N2C=NC(=NC2=O)N)CO)O. Cell line: OVCAR-5. Synergy scores: CSS=8.57, Synergy_ZIP=-2.45, Synergy_Bliss=0.0660, Synergy_Loewe=-14.2, Synergy_HSA=-3.15. (3) Drug 1: C1CN1P(=S)(N2CC2)N3CC3. Drug 2: C1=CC=C(C=C1)NC(=O)CCCCCCC(=O)NO. Cell line: MCF7. Synergy scores: CSS=21.5, Synergy_ZIP=-8.38, Synergy_Bliss=1.75, Synergy_Loewe=-1.00, Synergy_HSA=3.12. (4) Drug 1: CCC(=C(C1=CC=CC=C1)C2=CC=C(C=C2)OCCN(C)C)C3=CC=CC=C3.C(C(=O)O)C(CC(=O)O)(C(=O)O)O. Drug 2: CCCCCOC(=O)NC1=NC(=O)N(C=C1F)C2C(C(C(O2)C)O)O. Cell line: CCRF-CEM. Synergy scores: CSS=7.04, Synergy_ZIP=-3.01, Synergy_Bliss=-1.73, Synergy_Loewe=-9.82, Synergy_HSA=0.219. (5) Cell line: HCC-2998. Drug 1: C1CCC(C(C1)N)N.C(=O)(C(=O)[O-])[O-].[Pt+4]. Drug 2: CCC1(C2=C(COC1=O)C(=O)N3CC4=CC5=C(C=CC(=C5CN(C)C)O)N=C4C3=C2)O.Cl. Synergy scores: CSS=21.4, Synergy_ZIP=-12.2, Synergy_Bliss=-11.1, Synergy_Loewe=-4.65, Synergy_HSA=-3.02. (6) Drug 1: CCN(CC)CCNC(=O)C1=C(NC(=C1C)C=C2C3=C(C=CC(=C3)F)NC2=O)C. Drug 2: C1=NNC2=C1C(=O)NC=N2. Cell line: SF-295. Synergy scores: CSS=2.84, Synergy_ZIP=0.256, Synergy_Bliss=2.65, Synergy_Loewe=1.24, Synergy_HSA=1.43. (7) Cell line: SK-OV-3. Synergy scores: CSS=38.9, Synergy_ZIP=3.32, Synergy_Bliss=1.71, Synergy_Loewe=-19.4, Synergy_HSA=0.368. Drug 1: CNC(=O)C1=CC=CC=C1SC2=CC3=C(C=C2)C(=NN3)C=CC4=CC=CC=N4. Drug 2: CCC1=CC2CC(C3=C(CN(C2)C1)C4=CC=CC=C4N3)(C5=C(C=C6C(=C5)C78CCN9C7C(C=CC9)(C(C(C8N6C)(C(=O)OC)O)OC(=O)C)CC)OC)C(=O)OC.C(C(C(=O)O)O)(C(=O)O)O. (8) Drug 1: CN(C)C(=N)N=C(N)N. Drug 2: C1CC(C1)(C2=CC=C(C=C2)C3=C(C=C4C(=N3)C=CN5C4=NNC5=O)C6=CC=CC=C6)N. Cell line: T-47D. Synergy scores: CSS=30.9, Synergy_ZIP=-1.11, Synergy_Bliss=0.00738, Synergy_Loewe=-7.39, Synergy_HSA=0.341. (9) Drug 1: C1=CC(=CC=C1CCCC(=O)O)N(CCCl)CCCl. Drug 2: C1C(C(OC1N2C=C(C(=O)NC2=O)F)CO)O. Cell line: M14. Synergy scores: CSS=17.5, Synergy_ZIP=-13.8, Synergy_Bliss=-8.90, Synergy_Loewe=-10.5, Synergy_HSA=-6.63.